From a dataset of Forward reaction prediction with 1.9M reactions from USPTO patents (1976-2016). Predict the product of the given reaction. (1) Given the reactants [NH2:1][C:2]1[CH:3]=[C:4]2[C:9](=[CH:10][CH:11]=1)[CH:8]=[C:7]([OH:12])[CH:6]=[CH:5]2.[C:13](Cl)(=[O:22])[C:14]1[CH:19]=[CH:18][C:17]([O:20][CH3:21])=[CH:16][CH:15]=1.C([O-])([O-])=O.[K+].[K+], predict the reaction product. The product is: [OH:12][C:7]1[CH:8]=[C:9]2[C:4](=[CH:5][CH:6]=1)[CH:3]=[C:2]([NH:1][C:13](=[O:22])[C:14]1[CH:19]=[CH:18][C:17]([O:20][CH3:21])=[CH:16][CH:15]=1)[CH:11]=[CH:10]2. (2) Given the reactants [CH3:1][O:2][C:3]1[C:17]([O:18][CH3:19])=[CH:16][C:6]2[NH:7][C:8]([C:10]3[C:14]([NH2:15])=[CH:13][NH:12][N:11]=3)=[N:9][C:5]=2[CH:4]=1.[F:20][C:21]1C=[C:25]([F:27])[CH:24]=[CH:23][C:22]=1N=C=O.CCN(CC)CC.[CH3:38][N:39]([CH:41]=[O:42])C, predict the reaction product. The product is: [F:20][C:21]1[CH:22]=[CH:23][CH:24]=[C:25]([F:27])[C:38]=1[NH:39][C:41]([NH:15][C:14]1[C:10]([C:8]2[NH:7][C:6]3[CH:16]=[C:17]([O:18][CH3:19])[C:3]([O:2][CH3:1])=[CH:4][C:5]=3[N:9]=2)=[N:11][NH:12][CH:13]=1)=[O:42]. (3) The product is: [NH2:1][C:2]1[C:11]2[CH:10]=[CH:9][CH:8]=[C:7]([C:23]3[CH:24]=[CH:25][CH:26]=[CH:27][C:22]=3[F:21])[C:6]=2[N:5]=[C:4]2[CH2:13][N:14]([CH:17]3[CH2:20][CH2:19][CH2:18]3)[C:15](=[O:16])[C:3]=12. Given the reactants [NH2:1][C:2]1[C:11]2[CH:10]=[CH:9][CH:8]=[C:7](Br)[C:6]=2[N:5]=[C:4]2[CH2:13][N:14]([CH:17]3[CH2:20][CH2:19][CH2:18]3)[C:15](=[O:16])[C:3]=12.[F:21][C:22]1[CH:27]=[CH:26][CH:25]=[CH:24][C:23]=1B(O)O, predict the reaction product.